This data is from Retrosynthesis with 50K atom-mapped reactions and 10 reaction types from USPTO. The task is: Predict the reactants needed to synthesize the given product. Given the product Cn1cc(CCO)c2ccccc21, predict the reactants needed to synthesize it. The reactants are: COC(=O)Cc1cn(C)c2ccccc12.